Dataset: Reaction yield outcomes from USPTO patents with 853,638 reactions. Task: Predict the reaction yield, written as a fraction of the theoretical maximum amount of product (1.0 means a 100% yield; for example, 0.34 means a 34% yield). (1) The reactants are [CH2:1]([O:8][C:9]1[CH:10]=[C:11]2[CH:17]=[C:16]([CH:18](C(C)(C)C(C)C)[O:19][SiH](C)C)[NH:15][C:12]2=[N:13][CH:14]=1)[C:2]1[CH:7]=[CH:6][CH:5]=[CH:4][CH:3]=1.O1CCCC1.C(=O)(O)[O-].[Na+]. No catalyst specified. The product is [CH2:1]([O:8][C:9]1[CH:10]=[C:11]2[CH:17]=[C:16]([CH2:18][OH:19])[NH:15][C:12]2=[N:13][CH:14]=1)[C:2]1[CH:3]=[CH:4][CH:5]=[CH:6][CH:7]=1. The yield is 0.880. (2) The reactants are [Br:1][C:2]1[CH:9]=[CH:8][C:5]([CH:6]=[O:7])=[CH:4][CH:3]=1.[OH:10][CH2:11][C:12]([CH3:16])([CH2:14]O)[CH3:13]. The catalyst is C1C=CC=CC=1.C1(C)C=CC(S(O)(=O)=O)=CC=1. The product is [Br:1][C:2]1[CH:9]=[CH:8][C:5]([CH:6]2[O:10][CH2:11][C:12]([CH3:16])([CH3:14])[CH2:13][O:7]2)=[CH:4][CH:3]=1. The yield is 0.930. (3) The reactants are [CH3:1][N:2]([CH2:22][C@@H:23]1[C:26]2[CH:27]=[C:28]([O:33][CH3:34])[C:29]([O:31][CH3:32])=[CH:30][C:25]=2[CH2:24]1)[CH2:3][CH2:4][CH2:5][N:6]1[C:16](=[O:17])[CH2:15][C:14]2[C:9](=[CH:10][C:11]([O:20][CH3:21])=[C:12]([O:18][CH3:19])[CH:13]=2)[CH2:8][CH2:7]1.[C:35]([OH:40])(=[O:39])[C:36]([OH:38])=[O:37]. The catalyst is C(Cl)Cl.C(O)C. The product is [CH3:1][N:2]([CH2:22][C@@H:23]1[C:26]2[CH:27]=[C:28]([O:33][CH3:34])[C:29]([O:31][CH3:32])=[CH:30][C:25]=2[CH2:24]1)[CH2:3][CH2:4][CH2:5][N:6]1[C:16](=[O:17])[CH2:15][C:14]2[C:9](=[CH:10][C:11]([O:20][CH3:21])=[C:12]([O:18][CH3:19])[CH:13]=2)[CH2:8][CH2:7]1.[C:35]([O-:40])(=[O:39])[C:36]([O-:38])=[O:37]. The yield is 0.890. (4) The reactants are [C:1]([NH:8][C@:9]1([C:14]([OH:16])=[O:15])[CH2:11][C@H:10]1[CH:12]=[CH2:13])([O:3][C:4]([CH3:7])([CH3:6])[CH3:5])=[O:2].[N+](=C)=[N-].[C:20](OCC)(=O)[CH3:21].[CH3:26]CCCCC. The catalyst is CCOCC.C([O-])(=O)C.[Pd+2].C([O-])(=O)C. The product is [CH2:20]([O:15][C:14]([C@@:9]1([NH:8][C:1]([O:3][C:4]([CH3:7])([CH3:6])[CH3:5])=[O:2])[CH2:11][C@H:10]1[CH:12]1[CH2:26][CH2:13]1)=[O:16])[CH3:21]. The yield is 0.780. (5) The product is [CH:1]1([C:6]2[CH:7]=[C:8]3[C:12](=[CH:13][CH:14]=2)[CH2:11][C:10]([CH2:15][O:16][C:17]2[C:18]([F:27])=[C:19]([C:23]([F:26])=[CH:24][CH:25]=2)[C:20]([NH2:22])=[O:21])=[CH:9]3)[CH2:5][CH2:4][CH2:3][CH2:2]1. The reactants are [C:1]1([C:6]2[CH:7]=[C:8]3[C:12](=[CH:13][CH:14]=2)[CH2:11][C:10]([CH2:15][O:16][C:17]2[C:18]([F:27])=[C:19]([C:23]([F:26])=[CH:24][CH:25]=2)[C:20]([NH2:22])=[O:21])=[CH:9]3)[CH2:5][CH2:4][CH2:3][CH:2]=1. The yield is 0.100. The catalyst is CO.[Pd].